This data is from Forward reaction prediction with 1.9M reactions from USPTO patents (1976-2016). The task is: Predict the product of the given reaction. Given the reactants [C:1]([O:5][C:6]([N:8]1[CH2:13][CH2:12][N:11]([C:14]2[CH:19]=[CH:18][C:17]([NH:20][C:21]3[N:26]=[C:25]([CH2:27][CH2:28][C:29]4[CH:34]=[CH:33][CH:32]=[CH:31][C:30]=4[CH2:35][C:36]([O-:38])=O)[C:24]([C:39]([F:42])([F:41])[F:40])=[CH:23][N:22]=3)=[CH:16][CH:15]=2)[CH2:10][CH2:9]1)=[O:7])([CH3:4])([CH3:3])[CH3:2].[Li+].O[N:45]1[C:49]2C=CC=CC=2N=N1.CCN=C=NCCCN(C)C.C(N(CC)C(C)C)(C)C.Cl.CN, predict the reaction product. The product is: [CH3:49][NH:45][C:36](=[O:38])[CH2:35][C:30]1[CH:31]=[CH:32][CH:33]=[CH:34][C:29]=1[CH2:28][CH2:27][C:25]1[C:24]([C:39]([F:42])([F:41])[F:40])=[CH:23][N:22]=[C:21]([NH:20][C:17]2[CH:18]=[CH:19][C:14]([N:11]3[CH2:12][CH2:13][N:8]([C:6]([O:5][C:1]([CH3:3])([CH3:2])[CH3:4])=[O:7])[CH2:9][CH2:10]3)=[CH:15][CH:16]=2)[N:26]=1.